From a dataset of Full USPTO retrosynthesis dataset with 1.9M reactions from patents (1976-2016). Predict the reactants needed to synthesize the given product. (1) Given the product [C:1]1([S:7]([C:10]2[CH:19]=[C:18]3[C:13]([CH:14]([CH2:20][CH2:21][NH2:22])[CH2:15][CH2:16][O:17]3)=[CH:12][CH:11]=2)(=[O:9])=[O:8])[CH:2]=[CH:3][CH:4]=[CH:5][CH:6]=1, predict the reactants needed to synthesize it. The reactants are: [C:1]1([S:7]([C:10]2[CH:19]=[C:18]3[C:13]([CH:14]([CH2:20][C:21]#[N:22])[CH2:15][CH2:16][O:17]3)=[CH:12][CH:11]=2)(=[O:9])=[O:8])[CH:6]=[CH:5][CH:4]=[CH:3][CH:2]=1.CN(C=O)C. (2) Given the product [OH2:7].[OH2:1].[P:6]([O-:10])([O-:9])([O-:8])=[O:7].[Ca+2:3].[Ca+2:3], predict the reactants needed to synthesize it. The reactants are: [OH-:1].[OH-].[Ca+2:3].[OH-].[Na+].[P:6]([O-:10])([O-:9])([O-:8])=[O:7].[Ca+2].[Ca+2]. (3) Given the product [I:1][C:2]1[CH:3]=[CH:4][C:5]2[N:6]([C:10]([CH3:14])=[C:11]([CH3:12])[N:8]=2)[N:7]=1, predict the reactants needed to synthesize it. The reactants are: [I:1][C:2]1[N:7]=[N:6][C:5]([NH2:8])=[CH:4][CH:3]=1.Br[CH:10]([CH3:14])[C:11](=O)[CH3:12]. (4) The reactants are: [F:1][C:2]1[CH:7]=[CH:6][C:5]([C:8]2[C@@H:12]([OH:13])[CH2:11][CH2:10][C:9]=2[C:14]([O:16]C)=[O:15])=[CH:4][CH:3]=1.C1COCC1.OS([O-])(=O)=O.[Na+]. Given the product [F:1][C:2]1[CH:3]=[CH:4][C:5]([C@@H:8]2[C@@H:12]([OH:13])[CH2:11][CH2:10][C@H:9]2[C:14]([OH:16])=[O:15])=[CH:6][CH:7]=1, predict the reactants needed to synthesize it. (5) The reactants are: O.O.Cl.[OH:4][C:5]1[NH:9][CH:8]=[N:7][C:6]=1[C:10]([NH2:12])=[O:11].Cl.[OH-].[Na+]. Given the product [OH:4][C:5]1[NH:9][CH:8]=[N:7][C:6]=1[C:10]([NH2:12])=[O:11], predict the reactants needed to synthesize it.